Predict the reaction yield, written as a fraction of the theoretical maximum amount of product (1.0 means a 100% yield; for example, 0.34 means a 34% yield). From a dataset of Reaction yield outcomes from USPTO patents with 853,638 reactions. (1) The reactants are [H-].[Na+].[NH2:3][C@@H:4]1[C:13]2[C:8](=[CH:9][CH:10]=[CH:11][CH:12]=2)[C@H:7]([OH:14])[CH2:6][CH2:5]1.[CH3:15][C@H:16]1[CH2:21][CH2:20][CH2:19][C@@H:18]([CH3:22])[N:17]1[C:23]1[N:27]2[CH:28]=[C:29](F)[CH:30]=[CH:31][C:26]2=[N:25][N:24]=1. The catalyst is CN(C=O)C. The product is [CH3:15][C@H:16]1[CH2:21][CH2:20][CH2:19][C@@H:18]([CH3:22])[N:17]1[C:23]1[N:27]2[CH:28]=[C:29]([O:14][C@H:7]3[C:8]4[C:13](=[CH:12][CH:11]=[CH:10][CH:9]=4)[C@@H:4]([NH2:3])[CH2:5][CH2:6]3)[CH:30]=[CH:31][C:26]2=[N:25][N:24]=1. The yield is 0.570. (2) The reactants are CC1(C)C2C(=C(P(C3C=CC=CC=3)C3C=CC=CC=3)C=CC=2)OC2C(P(C3C=CC=CC=3)C3C=CC=CC=3)=CC=CC1=2.I[C:44]1[C:45]([O:59][CH3:60])=[CH:46][C:47]([N:50]([CH3:58])[C:51](=[O:57])[O:52][C:53]([CH3:56])([CH3:55])[CH3:54])=[N:48][CH:49]=1.[C:61]1([C:67]([C:69]2[CH:74]=[CH:73][CH:72]=[CH:71][CH:70]=2)=[NH:68])[CH:66]=[CH:65][CH:64]=[CH:63][CH:62]=1.C([O-])([O-])=O.[Cs+].[Cs+]. The catalyst is O1CCOCC1.C1C=CC(/C=C/C(/C=C/C2C=CC=CC=2)=O)=CC=1.C1C=CC(/C=C/C(/C=C/C2C=CC=CC=2)=O)=CC=1.C1C=CC(/C=C/C(/C=C/C2C=CC=CC=2)=O)=CC=1.[Pd].[Pd]. The product is [C:53]([O:52][C:51](=[O:57])[N:50]([C:47]1[CH:46]=[C:45]([O:59][CH3:60])[C:44]([N:68]=[C:67]([C:61]2[CH:66]=[CH:65][CH:64]=[CH:63][CH:62]=2)[C:69]2[CH:74]=[CH:73][CH:72]=[CH:71][CH:70]=2)=[CH:49][N:48]=1)[CH3:58])([CH3:56])([CH3:55])[CH3:54]. The yield is 0.690. (3) The reactants are [Cl:1][C:2]1[CH:3]=[N+:4]([O-])[CH:5]=[CH:6][CH:7]=1.C[Si]([C:13]#[N:14])(C)C.C(N(CC)CC)C. The catalyst is C(#N)C. The product is [Cl:1][C:2]1[C:3]([C:13]#[N:14])=[N:4][CH:5]=[CH:6][CH:7]=1. The yield is 0.670. (4) The reactants are [CH3:1][O:2][C:3]1[CH:12]=[C:11]2[C:6]([C:7]([O:19][C@H:20]3[CH2:24][NH:23][C@H:22]([C:25]([NH:27][C@:28]4([C:33]([OH:35])=[O:34])[CH2:30][C@H:29]4[CH:31]=[CH2:32])=[O:26])[CH2:21]3)=[CH:8][C:9]([C:13]3[CH:18]=[CH:17][CH:16]=[CH:15][CH:14]=3)=[N:10]2)=[CH:5][CH:4]=1.[C:36](=[O:39])([O-])O.[Na+].C(Cl)(Cl)=O.[C:45]([O:49][C:50]([NH:52][NH:53][CH2:54][CH2:55][CH2:56][CH2:57][CH2:58][CH:59]=[CH2:60])=[O:51])([CH3:48])([CH3:47])[CH3:46].O1CC[CH2:63][CH2:62]1. No catalyst specified. The product is [CH2:62]([O:34][C:33]([C:28]1([NH:27][C:25]([CH:22]2[CH2:21][CH:20]([O:19][C:7]3[C:6]4[C:11](=[CH:12][C:3]([O:2][CH3:1])=[CH:4][CH:5]=4)[N:10]=[C:9]([C:13]4[CH:14]=[CH:15][CH:16]=[CH:17][CH:18]=4)[CH:8]=3)[CH2:24][N:23]2[C:36]([N:53]([CH2:54][CH2:55][CH2:56][CH2:57][CH2:58][CH:59]=[CH2:60])[NH:52][C:50]([O:49][C:45]([CH3:48])([CH3:47])[CH3:46])=[O:51])=[O:39])=[O:26])[CH2:30][CH:29]1[CH:31]=[CH2:32])=[O:35])[CH3:63]. The yield is 0.790.